From a dataset of Catalyst prediction with 721,799 reactions and 888 catalyst types from USPTO. Predict which catalyst facilitates the given reaction. (1) Reactant: [CH2:1]([CH:3]([CH2:33][CH2:34][CH2:35][CH3:36])[CH2:4][N:5]1[C:17]2[C:16]3[CH:18]=[CH:19][CH:20]=[CH:21][C:15]=3[C:14]([CH:22]=[O:23])=[CH:13][C:12]=2[C:11]2[C:6]1=[CH:7][CH:8]=[C:9]([C:24](=[O:32])[C:25]1[CH:30]=[CH:29][CH:28]=[CH:27][C:26]=1F)[CH:10]=2)[CH3:2].[F:37][C:38]([F:44])([CH:41]([F:43])[F:42])[CH2:39][OH:40].[OH-].[Na+]. Product: [CH2:1]([CH:3]([CH2:33][CH2:34][CH2:35][CH3:36])[CH2:4][N:5]1[C:17]2[C:16]3[CH:18]=[CH:19][CH:20]=[CH:21][C:15]=3[C:14]([CH:22]=[O:23])=[CH:13][C:12]=2[C:11]2[C:6]1=[CH:7][CH:8]=[C:9]([C:24](=[O:32])[C:25]1[CH:30]=[CH:29][CH:28]=[CH:27][C:26]=1[O:40][CH2:39][C:38]([F:44])([F:37])[CH:41]([F:43])[F:42])[CH:10]=2)[CH3:2]. The catalyst class is: 17. (2) Reactant: C([O:5][C:6](=[O:28])[CH2:7][N:8]1[C:16]2[C:11](=[CH:12][CH:13]=[CH:14][CH:15]=2)[C:10]([CH:17]2[C:21]3[CH:22]=[CH:23][CH:24]=[CH:25][C:20]=3[S:19](=[O:27])(=[O:26])[NH:18]2)=[CH:9]1)(C)(C)C.FC(F)(F)C(O)=O. Product: [O:27]=[S:19]1(=[O:26])[C:20]2[CH:25]=[CH:24][CH:23]=[CH:22][C:21]=2[CH:17]([C:10]2[C:11]3[C:16](=[CH:15][CH:14]=[CH:13][CH:12]=3)[N:8]([CH2:7][C:6]([OH:28])=[O:5])[CH:9]=2)[NH:18]1. The catalyst class is: 2. (3) Reactant: [OH:1][N:2]=[C:3]([C:6]1[CH:11]=[CH:10][CH:9]=[CH:8][CH:7]=1)C#N.[C:12](Cl)(=[O:19])[C:13]1[CH:18]=[CH:17][CH:16]=[CH:15][CH:14]=1.[CH2:21]([N:23](CC)CC)C. Product: [C:12]([O:1]/[N:2]=[CH:3]/[C:6]1([C:21]#[N:23])[CH:7]=[CH:8][CH:9]=[CH:10][CH2:11]1)(=[O:19])[C:13]1[CH:18]=[CH:17][CH:16]=[CH:15][CH:14]=1. The catalyst class is: 2.